The task is: Predict the product of the given reaction.. This data is from Forward reaction prediction with 1.9M reactions from USPTO patents (1976-2016). Given the reactants CN(CCCN1CN(CCCN(C)C)CN(CCCN(C)C)C1)C.[C:39]([O-])(=[O:51])[CH2:40]CCCC[CH2:31][CH2:32][CH2:33][CH2:34][CH2:35][CH3:36].[C:39]([O-])(=[O:51])[CH2:40][CH2:31][CH2:32][CH2:33][CH2:34][CH2:35][CH2:36]CCCC.C([Sn+2]CCCC)CCC.C([N:68]=[C:69]=[O:70])CCCCC.[N-]=C=O, predict the reaction product. The product is: [CH2:31]([NH:68][C:69](=[O:70])[O:51][CH2:39][CH3:40])[CH2:32][CH2:33][CH2:34][CH2:35][CH3:36].